This data is from Reaction yield outcomes from USPTO patents with 853,638 reactions. The task is: Predict the reaction yield, written as a fraction of the theoretical maximum amount of product (1.0 means a 100% yield; for example, 0.34 means a 34% yield). The reactants are [CH3:1][C:2]([CH3:8])([C:6]#[CH:7])[C:3]([OH:5])=[O:4].[CH2:9](O)[C:10]1[CH:15]=[CH:14][CH:13]=[CH:12][CH:11]=1.C1CCC(N=C=NC2CCCCC2)CC1. The catalyst is ClCCl. The product is [CH3:1][C:2]([CH3:8])([C:6]#[CH:7])[C:3]([O:5][CH2:9][C:10]1[CH:15]=[CH:14][CH:13]=[CH:12][CH:11]=1)=[O:4]. The yield is 0.590.